From a dataset of Forward reaction prediction with 1.9M reactions from USPTO patents (1976-2016). Predict the product of the given reaction. (1) Given the reactants [CH2:1]([Mg]Br)[CH3:2].[C:5]([O:9][C:10]([N:12]1[C:21]2[C:16](=[CH:17][CH:18]=[CH:19][CH:20]=2)[C:15](=[O:22])[CH2:14][CH2:13]1)=[O:11])([CH3:8])([CH3:7])[CH3:6].OS([O-])(=O)=O.[Na+], predict the reaction product. The product is: [C:5]([O:9][C:10]([N:12]1[C:21]2[C:16](=[CH:17][CH:18]=[CH:19][CH:20]=2)[C:15]([CH2:1][CH3:2])([OH:22])[CH2:14][CH2:13]1)=[O:11])([CH3:8])([CH3:6])[CH3:7]. (2) Given the reactants CO[C:3]([C:5]1[N:6]([CH3:20])[C:7]([C:10]2[S:18][C:17]3[C:12](=[N:13][CH:14]=[CH:15][C:16]=3[Cl:19])[CH:11]=2)=[CH:8][N:9]=1)=[O:4].[NH2:21][CH2:22][CH2:23][CH2:24][N:25]1[CH2:30][CH2:29][N:28]([CH3:31])[CH2:27][CH2:26]1, predict the reaction product. The product is: [CH3:31][N:28]1[CH2:29][CH2:30][N:25]([CH2:24][CH2:23][CH2:22][NH:21][C:3]([C:5]2[N:6]([CH3:20])[C:7]([C:10]3[S:18][C:17]4[C:12](=[N:13][CH:14]=[CH:15][C:16]=4[Cl:19])[CH:11]=3)=[CH:8][N:9]=2)=[O:4])[CH2:26][CH2:27]1.